This data is from Forward reaction prediction with 1.9M reactions from USPTO patents (1976-2016). The task is: Predict the product of the given reaction. (1) Given the reactants C(C1C=CC(C(Cl)=O)=C(OC)C=1)(C)(C)C.[Cl:16][C:17]1[CH:22]=[CH:21][C:20]([C:23]2([CH3:49])[C:27]([C:29]3[CH:34]=[CH:33][C:32]([Cl:35])=[CH:31][CH:30]=3)([CH3:28])[NH:26][C:25]([C:36]3[CH:41]=[CH:40][C:39]([C:42]([CH3:45])([CH3:44])[CH3:43])=[CH:38][C:37]=3[O:46][CH2:47]C)=[N:24]2)=[CH:19][CH:18]=1, predict the reaction product. The product is: [C:42]([C:39]1[CH:40]=[CH:41][C:36]([C:25]2[NH:26][C:27]([C:29]3[CH:30]=[CH:31][C:32]([Cl:35])=[CH:33][CH:34]=3)([CH3:28])[C:23]([C:20]3[CH:21]=[CH:22][C:17]([Cl:16])=[CH:18][CH:19]=3)([CH3:49])[N:24]=2)=[C:37]([O:46][CH3:47])[CH:38]=1)([CH3:43])([CH3:44])[CH3:45]. (2) Given the reactants [F:1][CH:2]([F:25])[C:3]1[N:8]2[N:9]=[CH:10][C:11]([C:12]([OH:14])=O)=[C:7]2[N:6]=[C:5]([C:15]2[CH:20]=[CH:19][C:18]([C:21]([F:24])([F:23])[F:22])=[CH:17][CH:16]=2)[CH:4]=1.[NH2:26][C:27]1[CH:28]=[C:29]([S:33]([NH:36][CH2:37][CH3:38])(=[O:35])=[O:34])[CH:30]=[CH:31][CH:32]=1, predict the reaction product. The product is: [CH2:37]([NH:36][S:33]([C:29]1[CH:28]=[C:27]([NH:26][C:12]([C:11]2[CH:10]=[N:9][N:8]3[C:3]([CH:2]([F:25])[F:1])=[CH:4][C:5]([C:15]4[CH:20]=[CH:19][C:18]([C:21]([F:24])([F:22])[F:23])=[CH:17][CH:16]=4)=[N:6][C:7]=23)=[O:14])[CH:32]=[CH:31][CH:30]=1)(=[O:35])=[O:34])[CH3:38]. (3) Given the reactants [OH:1][CH:2]1[CH2:7][CH2:6][CH2:5][N:4]([NH:8][C:9]([C:11]2[N:12]=[C:13]([C:24]3[CH:29]=[CH:28][C:27]([Cl:30])=[CH:26][C:25]=3[Cl:31])[N:14]([C:17]3[CH:22]=[CH:21][C:20]([OH:23])=[CH:19][CH:18]=3)[C:15]=2[CH3:16])=[O:10])[CH2:3]1.C1COCC1.C(N(CC)CC)C.[F:44][C:45]([F:53])([F:52])[CH2:46][CH2:47][S:48](Cl)(=[O:50])=[O:49], predict the reaction product. The product is: [Cl:31][C:25]1[CH:26]=[C:27]([Cl:30])[CH:28]=[CH:29][C:24]=1[C:13]1[N:14]([C:17]2[CH:18]=[CH:19][C:20]([O:23][S:48]([CH2:47][CH2:46][C:45]([F:53])([F:52])[F:44])(=[O:50])=[O:49])=[CH:21][CH:22]=2)[C:15]([CH3:16])=[C:11]([C:9](=[O:10])[NH:8][N:4]2[CH2:5][CH2:6][CH2:7][CH:2]([OH:1])[CH2:3]2)[N:12]=1. (4) Given the reactants [CH:1]1([C:7]2[CH:30]=[CH:29][C:10]([C:11]([N:13]([CH3:28])[C:14]3[CH:19]=[CH:18][C:17]([N:20]4[CH2:24][CH2:23][CH:22]([NH:25][CH3:26])[C:21]4=[O:27])=[CH:16][CH:15]=3)=[O:12])=[CH:9][CH:8]=2)[CH2:6][CH2:5][CH2:4][CH2:3][CH2:2]1.[C:31](OC(=O)C)(=[O:33])[CH3:32], predict the reaction product. The product is: [C:31]([CH2:26][NH:25][CH:22]1[CH2:23][CH2:24][N:20]([C:17]2[CH:18]=[CH:19][C:14]([N:13]([CH3:28])[C:11](=[O:12])[C:10]3[CH:29]=[CH:30][C:7]([CH:1]4[CH2:2][CH2:3][CH2:4][CH2:5][CH2:6]4)=[CH:8][CH:9]=3)=[CH:15][CH:16]=2)[C:21]1=[O:27])(=[O:33])[CH3:32]. (5) Given the reactants C[O:2][C:3]([CH:5]([P:17]([O:21][CH3:22])([O:19][CH3:20])=[O:18])[NH:6][C:7]([O:9][CH2:10][C:11]1[CH:16]=[CH:15][CH:14]=[CH:13][CH:12]=1)=[O:8])=[O:4].O[Li:24].O, predict the reaction product. The product is: [Li+:24].[CH2:10]([O:9][C:7]([NH:6][CH:5]([P:17]([O:21][CH3:22])([O:19][CH3:20])=[O:18])[C:3]([O-:4])=[O:2])=[O:8])[C:11]1[CH:12]=[CH:13][CH:14]=[CH:15][CH:16]=1.